Dataset: Full USPTO retrosynthesis dataset with 1.9M reactions from patents (1976-2016). Task: Predict the reactants needed to synthesize the given product. Given the product [C:29]([O:33][C:34](=[O:52])[CH:35]=[CH:58][C:57]1[S:53][C:54]2[CH:63]=[CH:62][CH:61]=[CH:60][C:55]=2[CH:56]=1)([CH3:32])([CH3:31])[CH3:30], predict the reactants needed to synthesize it. The reactants are: C[Si]([N-][Si](C)(C)C)(C)C.[K+].C1OCCOCCOCCOCCOCCOC1.[C:29]([O:33][C:34](=[O:52])[CH2:35]P(OC1C=CC=CC=1)(OC1C=CC=CC=1)=O)([CH3:32])([CH3:31])[CH3:30].[S:53]1[C:57]([CH:58]=O)=[CH:56][C:55]2[CH:60]=[CH:61][CH:62]=[CH:63][C:54]1=2.